Dataset: Forward reaction prediction with 1.9M reactions from USPTO patents (1976-2016). Task: Predict the product of the given reaction. (1) Given the reactants [F:1][C:2]1[CH:3]=[C:4]([C:8]2[C:9]([N:17]3[CH2:22][CH2:21][NH:20][CH2:19][CH2:18]3)=[C:10]3[CH:16]=[CH:15][NH:14][C:11]3=[N:12][CH:13]=2)[CH:5]=[CH:6][CH:7]=1.[C:23]([O:27][C:28]([N:30]([CH:43]([CH3:45])[CH3:44])[CH2:31][C@H:32]([C:36]1[CH:41]=[CH:40][C:39]([Cl:42])=[CH:38][CH:37]=1)[C:33](O)=[O:34])=[O:29])([CH3:26])([CH3:25])[CH3:24].C1C=CC2N(O)N=NC=2C=1.O.CCN=C=NCCCN(C)C.CCN(C(C)C)C(C)C, predict the reaction product. The product is: [Cl:42][C:39]1[CH:40]=[CH:41][C:36]([C@H:32]([C:33]([N:20]2[CH2:19][CH2:18][N:17]([C:9]3[C:8]([C:4]4[CH:5]=[CH:6][CH:7]=[C:2]([F:1])[CH:3]=4)=[CH:13][N:12]=[C:11]4[NH:14][CH:15]=[CH:16][C:10]=34)[CH2:22][CH2:21]2)=[O:34])[CH2:31][N:30]([CH:43]([CH3:44])[CH3:45])[C:28](=[O:29])[O:27][C:23]([CH3:25])([CH3:24])[CH3:26])=[CH:37][CH:38]=1. (2) Given the reactants [N:1]1C=CC(N2CCC3(CCNCC3)C2)=[CH:3][CH:2]=1.P12(SP3(SP(SP(S3)(S1)=S)(=S)S2)=S)=S.[C:31]([C:33]1[CH:48]=[CH:47][C:36]([CH2:37][CH2:38][NH:39]C(=O)OC(C)(C)C)=[CH:35][CH:34]=1)#[N:32].C(N)CN, predict the reaction product. The product is: [NH:1]1[CH2:2][CH2:3][N:32]=[C:31]1[C:33]1[CH:34]=[CH:35][C:36]([CH2:37][CH2:38][NH2:39])=[CH:47][CH:48]=1. (3) Given the reactants [C:1](Cl)#[C:2][CH3:3].[NH2:5][C:6]1[CH:7]=[C:8]([C:12]2[CH:17]=[CH:16][C:15]([C:18]([F:28])([CH3:27])[CH2:19][NH:20][S:21]([CH:24]([CH3:26])[CH3:25])(=[O:23])=[O:22])=[CH:14][CH:13]=2)[CH:9]=[CH:10][CH:11]=1.C(N(CC)CC)C.[OH2:36], predict the reaction product. The product is: [F:28][C:18]([C:15]1[CH:14]=[CH:13][C:12]([C:8]2[CH:7]=[C:6]([NH:5][C:1](=[O:36])[CH2:2][CH3:3])[CH:11]=[CH:10][CH:9]=2)=[CH:17][CH:16]=1)([CH3:27])[CH2:19][NH:20][S:21]([CH:24]([CH3:25])[CH3:26])(=[O:23])=[O:22]. (4) Given the reactants [N+:1]([C:4]1[CH:9]=[CH:8][C:7]([CH2:10][C:11]([OH:13])=O)=[CH:6][CH:5]=1)([O-:3])=[O:2].Cl.[CH3:15][NH:16][O:17][CH3:18].O.ON1C2C=CC=CC=2N=N1.Cl.C(N=C=NCCCN(C)C)C, predict the reaction product. The product is: [CH3:18][O:17][N:16]([CH3:15])[C:11](=[O:13])[CH2:10][C:7]1[CH:8]=[CH:9][C:4]([N+:1]([O-:3])=[O:2])=[CH:5][CH:6]=1. (5) Given the reactants Cl[C:2]1[C:11]2[C:6](=[CH:7][C:8]([O:14][CH3:15])=[C:9]([O:12][CH3:13])[CH:10]=2)[N:5]=[CH:4][CH:3]=1.[OH:16][C:17]1[CH:24]=[CH:23][C:22]([O:25][CH3:26])=[CH:21][C:18]=1[CH:19]=[O:20].O, predict the reaction product. The product is: [CH3:13][O:12][C:9]1[CH:10]=[C:11]2[C:6](=[CH:7][C:8]=1[O:14][CH3:15])[N:5]=[CH:4][CH:3]=[C:2]2[O:16][C:17]1[CH:24]=[CH:23][C:22]([O:25][CH3:26])=[CH:21][C:18]=1[CH:19]=[O:20]. (6) Given the reactants CC(C)([O-])C.[Na+].[F:7][C:8]([F:17])([F:16])[C:9]1[CH:14]=[CH:13][C:12]([OH:15])=[CH:11][CH:10]=1.[CH3:18][O:19][C:20](=[O:36])[C:21]1[CH:26]=[C:25]([S:27](=[O:33])(=[O:32])[NH:28][CH2:29][CH2:30]Br)[CH:24]=[C:23]([CH3:34])[C:22]=1[CH3:35], predict the reaction product. The product is: [CH3:18][O:19][C:20](=[O:36])[C:21]1[CH:26]=[C:25]([S:27](=[O:32])(=[O:33])[NH:28][CH2:29][CH2:30][O:15][C:12]2[CH:11]=[CH:10][C:9]([C:8]([F:16])([F:17])[F:7])=[CH:14][CH:13]=2)[CH:24]=[C:23]([CH3:34])[C:22]=1[CH3:35].